From a dataset of CYP2C19 inhibition data for predicting drug metabolism from PubChem BioAssay. Regression/Classification. Given a drug SMILES string, predict its absorption, distribution, metabolism, or excretion properties. Task type varies by dataset: regression for continuous measurements (e.g., permeability, clearance, half-life) or binary classification for categorical outcomes (e.g., BBB penetration, CYP inhibition). Dataset: cyp2c19_veith. (1) The compound is CS(=O)(=O)Nc1cccc(-c2nc(NCc3cccnc3)c3ccccc3n2)c1. The result is 0 (non-inhibitor). (2) The molecule is O=c1c(-c2cccc(F)c2)nc2cncnc2n1Cc1ccccc1Cl. The result is 1 (inhibitor). (3) The drug is Cc1cc(C)c2[nH]c(=O)c(CN(Cc3ccco3)C(=O)c3cccs3)cc2c1. The result is 1 (inhibitor). (4) The molecule is Cn1c(=O)[nH]c2ncn(C)c2c1=O. The result is 0 (non-inhibitor).